This data is from NCI-60 drug combinations with 297,098 pairs across 59 cell lines. The task is: Regression. Given two drug SMILES strings and cell line genomic features, predict the synergy score measuring deviation from expected non-interaction effect. (1) Drug 1: C1=CC(=CC=C1CCC2=CNC3=C2C(=O)NC(=N3)N)C(=O)NC(CCC(=O)O)C(=O)O. Drug 2: C1C(C(OC1N2C=NC3=C2NC=NCC3O)CO)O. Cell line: U251. Synergy scores: CSS=34.9, Synergy_ZIP=-0.649, Synergy_Bliss=-1.15, Synergy_Loewe=-9.05, Synergy_HSA=0.425. (2) Synergy scores: CSS=89.7, Synergy_ZIP=5.31, Synergy_Bliss=5.24, Synergy_Loewe=7.53, Synergy_HSA=10.6. Drug 2: C1C(C(OC1N2C=NC(=NC2=O)N)CO)O. Cell line: MOLT-4. Drug 1: CC1C(C(CC(O1)OC2CC(CC3=C2C(=C4C(=C3O)C(=O)C5=C(C4=O)C(=CC=C5)OC)O)(C(=O)C)O)N)O.Cl. (3) Drug 1: C1=CC(=CC=C1C#N)C(C2=CC=C(C=C2)C#N)N3C=NC=N3. Drug 2: C1C(C(OC1N2C=NC3=C2NC=NCC3O)CO)O. Cell line: IGROV1. Synergy scores: CSS=-0.259, Synergy_ZIP=-0.586, Synergy_Bliss=-1.37, Synergy_Loewe=-0.224, Synergy_HSA=-0.840.